The task is: Predict the reaction yield, written as a fraction of the theoretical maximum amount of product (1.0 means a 100% yield; for example, 0.34 means a 34% yield).. This data is from Reaction yield outcomes from USPTO patents with 853,638 reactions. No catalyst specified. The product is [CH:1]([O:14][C:15]([C:17]1[N:22]2[C:23](=[O:66])[CH:24]([NH:25][C:26](=[O:65])[C:27](=[N:53][O:54][C:55]([CH3:64])([C:57]([O:59][C:60]([CH3:63])([CH3:62])[CH3:61])=[O:58])[CH3:56])[C:28]3[N:29]=[C:30]([NH:33][C:34]([C:47]4[CH:52]=[CH:51][CH:50]=[CH:49][CH:48]=4)([C:41]4[CH:46]=[CH:45][CH:44]=[CH:43][CH:42]=4)[C:35]4[CH:40]=[CH:39][CH:38]=[CH:37][CH:36]=4)[S:31][CH:32]=3)[C@H:21]2[S:20][CH2:19][C:18]=1[CH:67]=[CH:97][C:96]1[CH:99]=[CH:100][C:93]([N+:90]([O-:92])=[O:91])=[CH:94][CH:95]=1)=[O:16])([C:8]1[CH:13]=[CH:12][CH:11]=[CH:10][CH:9]=1)[C:2]1[CH:7]=[CH:6][CH:5]=[CH:4][CH:3]=1. The yield is 0.660. The reactants are [CH:1]([O:14][C:15]([C:17]1[N:22]2[C:23](=[O:66])[CH:24]([NH:25][C:26](=[O:65])[C:27](=[N:53][O:54][C:55]([CH3:64])([C:57]([O:59][C:60]([CH3:63])([CH3:62])[CH3:61])=[O:58])[CH3:56])[C:28]3[N:29]=[C:30]([NH:33][C:34]([C:47]4[CH:52]=[CH:51][CH:50]=[CH:49][CH:48]=4)([C:41]4[CH:46]=[CH:45][CH:44]=[CH:43][CH:42]=4)[C:35]4[CH:40]=[CH:39][CH:38]=[CH:37][CH:36]=4)[S:31][CH:32]=3)[C@H:21]2[S:20][CH2:19][C:18]=1[CH2:67]Cl)=[O:16])([C:8]1[CH:13]=[CH:12][CH:11]=[CH:10][CH:9]=1)[C:2]1[CH:7]=[CH:6][CH:5]=[CH:4][CH:3]=1.[I-].[Na+].C1(P(C2C=CC=CC=2)C2C=CC=CC=2)C=CC=CC=1.[N+:90]([C:93]1[CH:100]=[CH:99][C:96]([CH:97]=O)=[CH:95][CH:94]=1)([O-:92])=[O:91].C(=O)([O-])O.[Na+].NC1SC=C(C(=NOC(C(O)=O)(C)C)C(NC2C(=O)N3C(C(O)=O)=C(C=CC4C=CC([N+]([O-])=O)=CC=4[N+]([O-])=O)CS[C@H]23)=O)N=1.